Dataset: Reaction yield outcomes from USPTO patents with 853,638 reactions. Task: Predict the reaction yield, written as a fraction of the theoretical maximum amount of product (1.0 means a 100% yield; for example, 0.34 means a 34% yield). (1) The reactants are [CH:1]([N:4]([CH2:16][C:17]([O:19][CH2:20][CH3:21])=[O:18])[C:5](=[O:15])[C:6]1[C:11]([CH:12]=C)=[CH:10][CH:9]=[CH:8][C:7]=1[CH3:14])([CH3:3])[CH3:2].I([O-])(=O)(=O)=[O:23].[Na+]. The catalyst is O1CCOCC1.O.[Os](=O)(=O)(=O)=O. The product is [CH:12]([C:11]1[CH:10]=[CH:9][CH:8]=[C:7]([CH3:14])[C:6]=1[C:5]([N:4]([CH2:16][C:17]([O:19][CH2:20][CH3:21])=[O:18])[CH:1]([CH3:3])[CH3:2])=[O:15])=[O:23]. The yield is 0.570. (2) The reactants are [NH2:1][C:2]1[CH:3]=[C:4]([F:58])[C:5]([S:52]([CH:55]2[CH2:57][CH2:56]2)(=[O:54])=[O:53])=[C:6]([CH2:8][N:9]([CH3:51])[C:10]([CH:12]([NH:24][C:25]2[CH:26]=[C:27]3[C:32](=[C:33]([F:35])[CH:34]=2)[C:31]([N:36]([C:44]([O:46][C:47]([CH3:50])([CH3:49])[CH3:48])=[O:45])[C:37](=[O:43])[O:38][C:39]([CH3:42])([CH3:41])[CH3:40])=[N:30][CH:29]=[CH:28]3)[C:13]2[CH:18]=[CH:17][C:16]([C@@H:19]([CH3:22])[CH2:20][OH:21])=[C:15]([CH3:23])[CH:14]=2)=[O:11])[CH:7]=1.[C:59](Cl)(Cl)=[O:60]. The catalyst is C(#N)C.ClCCl. The product is [C:39]([O:38][C:37]([N:36]([C:31]1[C:32]2[C:27](=[CH:26][C:25]([NH:24][C@H:12]3[C:10](=[O:11])[N:9]([CH3:51])[CH2:8][C:6]4[CH:7]=[C:2]([CH:3]=[C:4]([F:58])[C:5]=4[S:52]([CH:55]4[CH2:57][CH2:56]4)(=[O:53])=[O:54])[NH:1][C:59](=[O:60])[O:21][CH2:20][C@H:19]([CH3:22])[C:16]4[CH:17]=[CH:18][C:13]3=[CH:14][C:15]=4[CH3:23])=[CH:34][C:33]=2[F:35])[CH:28]=[CH:29][N:30]=1)[C:44](=[O:45])[O:46][C:47]([CH3:48])([CH3:49])[CH3:50])=[O:43])([CH3:41])([CH3:40])[CH3:42]. The yield is 0.430. (3) The reactants are [N+:1]([C:4]1[CH:9]=[CH:8][C:7]([N:10]=[C:11]=[O:12])=[CH:6][CH:5]=1)([O-:3])=[O:2].[NH:13]1[CH2:18][CH:17]=[CH:16][CH2:15][CH2:14]1. The catalyst is CN(C=O)C. The product is [N+:1]([C:4]1[CH:5]=[CH:6][C:7]([NH:10][C:11]([N:13]2[CH2:18][CH2:17][CH:16]=[CH:15][CH2:14]2)=[O:12])=[CH:8][CH:9]=1)([O-:3])=[O:2]. The yield is 0.700. (4) The reactants are [O:1]([C:8]1[C:9]([CH2:14][O:15]C(=O)C)=[N:10][CH:11]=[CH:12][CH:13]=1)[C:2]1[CH:7]=[CH:6][CH:5]=[CH:4][CH:3]=1.C([O-])([O-])=O.[K+].[K+]. The catalyst is CO. The product is [O:1]([C:8]1[C:9]([CH2:14][OH:15])=[N:10][CH:11]=[CH:12][CH:13]=1)[C:2]1[CH:3]=[CH:4][CH:5]=[CH:6][CH:7]=1. The yield is 0.680. (5) The reactants are Cl[C:2]1([C:12]2[CH:17]=[CH:16][C:15]([Cl:18])=[CH:14][CH:13]=2)[C:10]2[C:5](=[CH:6][CH:7]=[CH:8][CH:9]=2)[C:4](=[O:11])[O:3]1.C(N(CC)CC)C.[Cl:26][C:27]1[CH:34]=[CH:33][C:30]([CH2:31][NH2:32])=[CH:29][CH:28]=1. No catalyst specified. The product is [Cl:18][C:15]1[CH:16]=[CH:17][C:12]([C:2]2([OH:3])[C:10]3[C:5](=[CH:6][CH:7]=[CH:8][CH:9]=3)[C:4](=[O:11])[N:32]2[CH2:31][C:30]2[CH:33]=[CH:34][C:27]([Cl:26])=[CH:28][CH:29]=2)=[CH:13][CH:14]=1. The yield is 0.830. (6) The catalyst is O1CCCC1. The product is [F:42][C:2]([F:1])([F:41])[C:3]1[CH:4]=[C:5]([C:13]([CH3:40])([CH3:39])[C:14]([N:16]([C:17]2[CH:22]=[N:21][C:20]([NH:23][C:24](=[O:25])[CH2:26][OH:27])=[CH:19][C:18]=2[C:31]2[CH:36]=[CH:35][CH:34]=[CH:33][C:32]=2[CH3:37])[CH3:38])=[O:15])[CH:6]=[C:7]([C:9]([F:10])([F:11])[F:12])[CH:8]=1. The yield is 0.540. The reactants are [F:1][C:2]([F:42])([F:41])[C:3]1[CH:4]=[C:5]([C:13]([CH3:40])([CH3:39])[C:14]([N:16]([CH3:38])[C:17]2[C:18]([C:31]3[CH:36]=[CH:35][CH:34]=[CH:33][C:32]=3[CH3:37])=[CH:19][C:20]([NH:23][C:24]([CH2:26][O:27]C(=O)C)=[O:25])=[N:21][CH:22]=2)=[O:15])[CH:6]=[C:7]([C:9]([F:12])([F:11])[F:10])[CH:8]=1.[OH-].[Na+].C(OCC)(=O)C.